Predict the reactants needed to synthesize the given product. From a dataset of Full USPTO retrosynthesis dataset with 1.9M reactions from patents (1976-2016). (1) Given the product [N:17]1[CH:18]=[CH:19][N:20]=[CH:21][C:16]=1[NH:15][C:13]([N:7]1[C@@H:8]2[CH2:12][N:11]([CH2:10][CH2:9]2)[C:5]2[CH:4]=[CH:3][C:2]([N:26]3[CH2:25][CH2:24][N:23]([C:29]([O:31][C:32]([CH3:35])([CH3:34])[CH3:33])=[O:30])[CH2:28][CH2:27]3)=[N:22][C:6]1=2)=[O:14], predict the reactants needed to synthesize it. The reactants are: Cl[C:2]1[CH:3]=[CH:4][C:5]2[N:11]3[CH2:12][C@H:8]([CH2:9][CH2:10]3)[N:7]([C:13]([NH:15][C:16]3[CH:21]=[N:20][CH:19]=[CH:18][N:17]=3)=[O:14])[C:6]=2[N:22]=1.[N:23]1([C:29]([O:31][C:32]([CH3:35])([CH3:34])[CH3:33])=[O:30])[CH2:28][CH2:27][NH:26][CH2:25][CH2:24]1.C([O-])([O-])=O.[Cs+].[Cs+].CC(C1C=C(C(C)C)C(C2C=CC=CC=2P(C2CCCCC2)C2CCCCC2)=C(C(C)C)C=1)C. (2) Given the product [CH:25]([N:23]1[CH2:22][CH2:21][N:20]([C:28]([O:30][C:31]([CH3:34])([CH3:32])[CH3:33])=[O:29])[C@@H:19]([C:17]([N:14]2[CH2:13][CH2:12][NH:11][CH2:16][CH2:15]2)=[O:18])[CH2:24]1)([CH3:27])[CH3:26], predict the reactants needed to synthesize it. The reactants are: C(OC([N:11]1[CH2:16][CH2:15][N:14]([C:17]([C@H:19]2[CH2:24][N:23]([CH:25]([CH3:27])[CH3:26])[CH2:22][CH2:21][N:20]2[C:28]([O:30][C:31]([CH3:34])([CH3:33])[CH3:32])=[O:29])=[O:18])[CH2:13][CH2:12]1)=O)C1C=CC=CC=1. (3) The reactants are: [N+:1]([C:4]1[CH:5]=[C:6]([C:10]2[CH2:14][CH:13]([CH2:15][CH2:16][CH:17]=O)[O:12][N:11]=2)[CH:7]=[CH:8][CH:9]=1)([O-:3])=[O:2].[C:19]1([N:25]2[CH2:30][CH2:29][NH:28][CH2:27][CH2:26]2)[CH:24]=[CH:23][CH:22]=[CH:21][CH:20]=1.[BH-](OC(C)=O)(OC(C)=O)OC(C)=O.[Na+]. Given the product [N+:1]([C:4]1[CH:5]=[C:6]([C:10]2[CH2:14][CH:13]([CH2:15][CH2:16][CH2:17][N:28]3[CH2:29][CH2:30][N:25]([C:19]4[CH:24]=[CH:23][CH:22]=[CH:21][CH:20]=4)[CH2:26][CH2:27]3)[O:12][N:11]=2)[CH:7]=[CH:8][CH:9]=1)([O-:3])=[O:2], predict the reactants needed to synthesize it. (4) Given the product [CH2:14]([C:26]1[CH:27]=[C:28]([C:2]2[C:7]3=[N:8][S:9][N:10]=[C:6]3[C:5]([C:28]3[S:29][CH:30]=[C:26]([CH2:14][CH2:15][CH2:16][CH2:17][CH2:18][CH2:19][CH2:20][CH2:21][CH2:22][CH2:23][CH2:24][CH3:25])[CH:27]=3)=[C:4]([F:12])[C:3]=2[F:13])[S:29][CH:30]=1)[CH2:15][CH2:16][CH2:17][CH2:18][CH2:19][CH2:20][CH2:21][CH2:22][CH2:23][CH2:24][CH3:25], predict the reactants needed to synthesize it. The reactants are: Br[C:2]1[C:7]2=[N:8][S:9][N:10]=[C:6]2[C:5](Br)=[C:4]([F:12])[C:3]=1[F:13].[CH2:14]([C:26]1[CH:27]=[C:28]([Sn](C)(C)C)[S:29][CH:30]=1)[CH2:15][CH2:16][CH2:17][CH2:18][CH2:19][CH2:20][CH2:21][CH2:22][CH2:23][CH2:24][CH3:25]. (5) Given the product [Br:11][CH2:9][C:8]1[S:7][CH:6]=[N:5][C:4]=1[CH:2]([CH3:3])[CH3:1], predict the reactants needed to synthesize it. The reactants are: [CH3:1][CH:2]([C:4]1[N:5]=[CH:6][S:7][C:8]=1[CH2:9]O)[CH3:3].[Br:11]P(Br)Br. (6) Given the product [ClH:29].[ClH:29].[NH:8]1[CH2:13][CH2:12][CH:11]([CH2:14][CH2:15][CH2:16][CH2:17][NH:18][C:19](=[O:28])[CH:20]=[CH:21][C:22]2[CH:23]=[N:24][CH:25]=[CH:26][CH:27]=2)[CH2:10][CH2:9]1, predict the reactants needed to synthesize it. The reactants are: C(OC([N:8]1[CH2:13][CH2:12][CH:11]([CH2:14][CH2:15][CH2:16][CH2:17][NH:18][C:19](=[O:28])[CH:20]=[CH:21][C:22]2[CH:23]=[N:24][CH:25]=[CH:26][CH:27]=2)[CH2:10][CH2:9]1)=O)(C)(C)C.[ClH:29]. (7) Given the product [C:1]([O:5][C:6](=[O:25])[CH2:7][O:8][C:9]1[CH:14]=[CH:13][C:12]([Cl:15])=[CH:11][C:10]=1[C:16]#[C:17][C:18]1[CH:19]=[CH:20][C:21]([NH:24][C:39](=[O:40])[C:38]2[CH:42]=[CH:43][C:35]([C:34]([F:33])([F:44])[F:45])=[CH:36][CH:37]=2)=[CH:22][CH:23]=1)([CH3:4])([CH3:2])[CH3:3], predict the reactants needed to synthesize it. The reactants are: [C:1]([O:5][C:6](=[O:25])[CH2:7][O:8][C:9]1[CH:14]=[CH:13][C:12]([Cl:15])=[CH:11][C:10]=1[C:16]#[C:17][C:18]1[CH:23]=[CH:22][C:21]([NH2:24])=[CH:20][CH:19]=1)([CH3:4])([CH3:3])[CH3:2].C(N(CC)CC)C.[F:33][C:34]([F:45])([F:44])[C:35]1[CH:43]=[CH:42][C:38]([C:39](Cl)=[O:40])=[CH:37][CH:36]=1. (8) Given the product [C:32]([O:31][C:29]([N:26]1[CH2:27][CH2:28][CH:23]([CH2:22][O:21][C:18]2[CH:19]=[N:20][C:15]([N:10]3[C:11]4[C:7](=[CH:6][C:5]([S:2]([CH3:1])(=[O:4])=[O:3])=[CH:13][CH:12]=4)[CH:8]=[CH:9]3)=[CH:16][CH:17]=2)[CH2:24][CH2:25]1)=[O:30])([CH3:35])([CH3:33])[CH3:34], predict the reactants needed to synthesize it. The reactants are: [CH3:1][S:2]([C:5]1[CH:6]=[C:7]2[C:11](=[CH:12][CH:13]=1)[NH:10][CH:9]=[CH:8]2)(=[O:4])=[O:3].Cl[C:15]1[N:20]=[CH:19][C:18]([O:21][CH2:22][CH:23]2[CH2:28][CH2:27][N:26]([C:29]([O:31][C:32]([CH3:35])([CH3:34])[CH3:33])=[O:30])[CH2:25][CH2:24]2)=[CH:17][CH:16]=1. (9) Given the product [CH2:12]([C:2]1[CH:7]=[CH:6][C:5]([C:8]([F:11])([F:10])[F:9])=[CH:4][CH:3]=1)[CH2:13][CH2:14][CH3:15], predict the reactants needed to synthesize it. The reactants are: Br[C:2]1[CH:7]=[CH:6][C:5]([C:8]([F:11])([F:10])[F:9])=[CH:4][CH:3]=1.[CH2:12](B(O)O)[CH2:13][CH2:14][CH3:15].P(OC(C)C)(OC(C)C)OC(C)C.[OH-].[Na+].